From a dataset of Peptide-MHC class I binding affinity with 185,985 pairs from IEDB/IMGT. Regression. Given a peptide amino acid sequence and an MHC pseudo amino acid sequence, predict their binding affinity value. This is MHC class I binding data. (1) The peptide sequence is EVWGMRWPI. The MHC is HLA-A30:01 with pseudo-sequence HLA-A30:01. The binding affinity (normalized) is 0.0847. (2) The peptide sequence is QTEPKTSVV. The MHC is HLA-A02:19 with pseudo-sequence HLA-A02:19. The binding affinity (normalized) is 0.0847. (3) The peptide sequence is LPADPASVL. The MHC is HLA-B53:01 with pseudo-sequence HLA-B53:01. The binding affinity (normalized) is 0.318. (4) The peptide sequence is TSSARSSEW. The MHC is HLA-B15:01 with pseudo-sequence HLA-B15:01. The binding affinity (normalized) is 0.125. (5) The peptide sequence is MAVTAAPYI. The MHC is HLA-A02:19 with pseudo-sequence HLA-A02:19. The binding affinity (normalized) is 0.0847. (6) The peptide sequence is TLVPQEHYV. The MHC is HLA-B07:02 with pseudo-sequence HLA-B07:02. The binding affinity (normalized) is 0.0847. (7) The peptide sequence is ELEKSKRAL. The MHC is HLA-A02:03 with pseudo-sequence HLA-A02:03. The binding affinity (normalized) is 0.0213.